This data is from Full USPTO retrosynthesis dataset with 1.9M reactions from patents (1976-2016). The task is: Predict the reactants needed to synthesize the given product. (1) The reactants are: [C:1]([C:4]1[CH:5]=[C:6]([O:18]S(C(F)(F)F)(=O)=O)[CH:7]=[C:8]([O:10][S:11]([C:14]([F:17])([F:16])[F:15])(=[O:13])=[O:12])[CH:9]=1)(=[O:3])[CH3:2].C(=O)([O-])[O-].[Cs+].[Cs+]. Given the product [C:1]([C:4]1[CH:9]=[C:8]([O:10][S:11]([C:14]([F:17])([F:15])[F:16])(=[O:13])=[O:12])[CH:7]=[C:6]([OH:18])[CH:5]=1)(=[O:3])[CH3:2], predict the reactants needed to synthesize it. (2) Given the product [F:30][C:24]1[CH:25]=[C:26]([F:29])[CH:27]=[CH:28][C:23]=1[C:7](=[O:15])[CH2:8][C:9]1[CH:14]=[CH:13][CH:12]=[CH:11][CH:10]=1, predict the reactants needed to synthesize it. The reactants are: C1(C2C=CC=CC=2)C=CC([C:7](=[O:15])[CH2:8][C:9]2[CH:14]=[CH:13][CH:12]=[CH:11][CH:10]=2)=CC=1.Br[C:23]1[CH:28]=[CH:27][C:26]([F:29])=[CH:25][C:24]=1[F:30]. (3) Given the product [CH3:34][O:16][C:14]([CH:9]1[CH2:10][C:11](=[CH2:13])[CH2:12][N:8]1[C:6]([O:5][CH2:1][C:4]1[CH:23]=[CH:22][CH:29]=[CH:27][CH:28]=1)=[O:7])=[O:15], predict the reactants needed to synthesize it. The reactants are: [C:1]([O:5][C:6]([N:8]1[CH2:12][C:11](=[CH2:13])[CH2:10][CH:9]1[C:14]([OH:16])=[O:15])=[O:7])([CH3:4])(C)C.Cl.O1[CH2:23][CH2:22]OCC1.CCN(C(C)C)[CH:27]([CH3:29])[CH3:28].O.[CH3:34]O. (4) Given the product [NH2:5][CH2:6][CH2:7][CH2:8][C:9]1[CH:10]=[CH:11][C:12]([C:15]2[CH:16]=[CH:17][C:18]([C:21]([O:23][CH2:24][CH3:28])=[O:22])=[CH:19][CH:20]=2)=[CH:13][CH:14]=1, predict the reactants needed to synthesize it. The reactants are: FC(F)(F)C([NH:5][CH2:6][CH2:7][CH2:8][C:9]1[CH:14]=[CH:13][C:12]([C:15]2[CH:20]=[CH:19][C:18]([C:21]([O:23][CH3:24])=[O:22])=[CH:17][CH:16]=2)=[CH:11][CH:10]=1)=O.Cl.[CH2:28](O)C. (5) Given the product [NH2:7][C:8]1[C:13]2=[C:14]([C:19]3[CH:24]=[CH:23][C:22]([NH:25][C:26]([NH:28][C:29]4[CH:34]=[C:33]([C:35]([F:38])([F:37])[F:36])[CH:32]=[CH:31][N:30]=4)=[O:27])=[CH:21][CH:20]=3)[C:15]([CH:17]=[CH2:1])=[CH:16][N:12]2[N:11]=[CH:10][N:9]=1, predict the reactants needed to synthesize it. The reactants are: [CH3:1]C(C)([O-])C.[K+].[NH2:7][C:8]1[C:13]2=[C:14]([C:19]3[CH:24]=[CH:23][C:22]([NH:25][C:26]([NH:28][C:29]4[CH:34]=[C:33]([C:35]([F:38])([F:37])[F:36])[CH:32]=[CH:31][N:30]=4)=[O:27])=[CH:21][CH:20]=3)[C:15]([CH:17]=O)=[CH:16][N:12]2[N:11]=[CH:10][N:9]=1.O. (6) Given the product [Br:1][C:2]1[CH:10]=[C:9]2[C:5]([C:6]([CH2:11][C:16]#[N:17])=[CH:7][NH:8]2)=[CH:4][C:3]=1[F:15], predict the reactants needed to synthesize it. The reactants are: [Br:1][C:2]1[CH:10]=[C:9]2[C:5]([C:6]([CH2:11]N(C)C)=[CH:7][NH:8]2)=[CH:4][C:3]=1[F:15].[C-:16]#[N:17].[Na+]. (7) Given the product [CH3:1][O:2][C:3]1[CH:8]=[C:7]([CH2:9][NH+:10]([O-:11])[C:20](=[O:21])[O:12][CH2:13][C:14]2[CH:15]=[N:16][CH:17]=[CH:18][CH:19]=2)[CH:6]=[CH:5][N:4]=1, predict the reactants needed to synthesize it. The reactants are: [CH3:1][O:2][C:3]1[CH:8]=[C:7]([CH2:9][NH2:10]=[O:11])[CH:6]=[CH:5][N:4]=1.[OH:12][CH2:13][C:14]1[CH:15]=[N:16][CH:17]=[CH:18][CH:19]=1.[C:20](C1NC=CN=1)(C1NC=CN=1)=[O:21].C1CCN2C(=NCCC2)CC1. (8) Given the product [Cl:1][C:2]1[CH:3]=[C:4]([C:12]2[O:16][N:15]=[C:14]([C:17]3[CH:22]=[CH:21][C:20]([O:23][CH2:24][CH2:25][CH2:26][CH2:27][C:28]([OH:30])=[O:29])=[CH:19][C:18]=3[CH3:33])[N:13]=2)[CH:5]=[CH:6][C:7]=1[O:8][CH:9]([CH3:10])[CH3:11], predict the reactants needed to synthesize it. The reactants are: [Cl:1][C:2]1[CH:3]=[C:4]([C:12]2[O:16][N:15]=[C:14]([C:17]3[CH:22]=[CH:21][C:20]([O:23][CH2:24][CH2:25][CH2:26][CH2:27][C:28]([O:30]CC)=[O:29])=[CH:19][C:18]=3[CH3:33])[N:13]=2)[CH:5]=[CH:6][C:7]=1[O:8][CH:9]([CH3:11])[CH3:10].[OH-].[Na+]. (9) Given the product [C:13]([C:12]1[C:11]([C:15]2[CH:20]=[CH:19][C:18]([Cl:21])=[CH:17][C:16]=2[Cl:22])=[C:10]([C:23]2[NH:27][CH:26]=[N:25][CH:24]=2)[S:9][C:8]=1[C:6]1[CH:5]=[CH:4][N:3]=[C:2]([NH:1][C:37](=[O:39])[CH3:38])[CH:7]=1)#[N:14], predict the reactants needed to synthesize it. The reactants are: [NH2:1][C:2]1[CH:7]=[C:6]([C:8]2[S:9][C:10]([C:23]3[NH:27][CH:26]=[N:25][CH:24]=3)=[C:11]([C:15]3[CH:20]=[CH:19][C:18]([Cl:21])=[CH:17][C:16]=3[Cl:22])[C:12]=2[C:13]#[N:14])[CH:5]=[CH:4][N:3]=1.N1C=CC=CC=1.C(Cl)Cl.[C:37](OC(=O)C)(=[O:39])[CH3:38].CO.C(=O)(O)[O-].[Na+].